Dataset: Reaction yield outcomes from USPTO patents with 853,638 reactions. Task: Predict the reaction yield, written as a fraction of the theoretical maximum amount of product (1.0 means a 100% yield; for example, 0.34 means a 34% yield). (1) The reactants are [C:1]([O:5][C:6](=[O:40])[N:7]([C@H:9]([C:11](=[O:39])[NH:12][C@@H:13]1[C:19](=[O:20])[N:18]([CH2:21][C:22]2[C:31]3[C:26](=[C:27](Br)[CH:28]=[CH:29][CH:30]=3)[CH:25]=[CH:24][C:23]=2[O:33][CH3:34])[C:17]2[CH:35]=[CH:36][CH:37]=[CH:38][C:16]=2[NH:15][CH2:14]1)[CH3:10])[CH3:8])([CH3:4])([CH3:3])[CH3:2].FC(F)(F)C(O)=O.N[C@@H]1C(=O)N(CC2C3C(=CC=CC=3)C=CC=2OC)C2C=CC=CC=2NC1.N(C(OC(C)(C)C)=O)(C)[C@H](C(O)=O)C. No catalyst specified. The product is [C:1]([O:5][C:6](=[O:40])[N:7]([C@H:9]([C:11](=[O:39])[NH:12][C@@H:13]1[C:19](=[O:20])[N:18]([CH2:21][C:22]2[C:31]3[C:26](=[CH:27][CH:28]=[CH:29][CH:30]=3)[CH:25]=[CH:24][C:23]=2[O:33][CH3:34])[C:17]2[CH:35]=[CH:36][CH:37]=[CH:38][C:16]=2[NH:15][CH2:14]1)[CH3:10])[CH3:8])([CH3:2])([CH3:3])[CH3:4]. The yield is 0.732. (2) The product is [CH3:1][N:2]([C@H:3]([CH2:22][C:23]1[CH:28]=[CH:27][CH:26]=[CH:25][CH:24]=1)[C:4]([N:6]1[CH2:7][CH2:8][N:9]([C:12]2[C:21]3[C:16](=[CH:17][CH:18]=[CH:19][CH:20]=3)[N:15]=[CH:14][N:13]=2)[CH2:10][CH2:11]1)=[O:5])[CH3:33]. The catalyst is ClCCCl. The reactants are [CH3:1][NH:2][C@H:3]([CH2:22][C:23]1[CH:28]=[CH:27][CH:26]=[CH:25][CH:24]=1)[C:4]([N:6]1[CH2:11][CH2:10][N:9]([C:12]2[C:21]3[C:16](=[CH:17][CH:18]=[CH:19][CH:20]=3)[N:15]=[CH:14][N:13]=2)[CH2:8][CH2:7]1)=[O:5].C=O.[BH-](OC(C)=O)(OC(C)=O)O[C:33](C)=O.[Na+].C([O-])(O)=O.[Na+]. The yield is 0.410. (3) The reactants are C(=O)([O-])[O-].[K+].[K+].[Br:7][C:8]1[CH:13]=[CH:12][CH:11]=[CH:10][C:9]=1B(O)O.Br[C:18]1[C:27]2[C:22](=[CH:23][CH:24]=[CH:25][CH:26]=2)[CH:21]=[CH:20][CH:19]=1.N#N.C1(P(C2C=CC=CC=2)C2C=CC=CC=2)C=CC=CC=1. The catalyst is C([O-])(=O)C.[Pd+2].C([O-])(=O)C.C(O)C.COCCOC.O. The product is [Br:7][C:8]1[CH:13]=[CH:12][CH:11]=[CH:10][C:9]=1[C:26]1[C:27]2[C:22](=[CH:21][CH:20]=[CH:19][CH:18]=2)[CH:23]=[CH:24][CH:25]=1. The yield is 0.510. (4) The reactants are [CH3:1][O:2][C:3](=[O:17])[NH:4][C:5]1[S:6][C:7]2[C:13](I)=[CH:12][CH:11]=[C:10]([O:15][CH3:16])[C:8]=2[N:9]=1.[CH3:18][C:19]1[CH:24]=[C:23]([Sn](C)(C)C)[CH:22]=[CH:21][N:20]=1. No catalyst specified. The product is [CH3:1][O:2][C:3](=[O:17])[NH:4][C:5]1[S:6][C:7]2[C:13]([C:23]3[CH:22]=[CH:21][N:20]=[C:19]([CH3:18])[CH:24]=3)=[CH:12][CH:11]=[C:10]([O:15][CH3:16])[C:8]=2[N:9]=1. The yield is 0.200. (5) The product is [C:15]1([C:2]2[CH:10]=[CH:9][CH:8]=[C:7]3[C:3]=2[C:4]2[CH:14]=[CH:13][CH:12]=[N:11][C:5]=2[NH:6]3)[CH:20]=[CH:19][CH:18]=[CH:17][CH:16]=1. The yield is 0.220. The reactants are Br[C:2]1[CH:10]=[CH:9][CH:8]=[C:7]2[C:3]=1[C:4]1[CH:14]=[CH:13][CH:12]=[N:11][C:5]=1[NH:6]2.[C:15]1(B(O)O)[CH:20]=[CH:19][CH:18]=[CH:17][CH:16]=1.C([O-])([O-])=O.[K+].[K+]. The catalyst is C1C=CC([P]([Pd]([P](C2C=CC=CC=2)(C2C=CC=CC=2)C2C=CC=CC=2)([P](C2C=CC=CC=2)(C2C=CC=CC=2)C2C=CC=CC=2)[P](C2C=CC=CC=2)(C2C=CC=CC=2)C2C=CC=CC=2)(C2C=CC=CC=2)C2C=CC=CC=2)=CC=1.O1CCOCC1.